Dataset: Forward reaction prediction with 1.9M reactions from USPTO patents (1976-2016). Task: Predict the product of the given reaction. Given the reactants C(O[BH-](OC(=O)C)OC(=O)C)(=O)C.[Na+].C(O)(=O)C.[CH3:19][C:20]1[C:28]([NH2:29])=[CH:27][CH:26]=[C:25]2[C:21]=1[CH:22]=[N:23][N:24]2[CH:30]1[CH2:35][CH2:34][CH2:33][CH2:32][O:31]1.[CH2:36]([N:43]1[CH:48]2[CH2:49][CH2:50][CH:44]1[CH2:45][C:46](=O)[CH2:47]2)[C:37]1[CH:42]=[CH:41][CH:40]=[CH:39][CH:38]=1.C(=O)([O-])O.[Na+], predict the reaction product. The product is: [CH2:36]([N:43]1[CH:48]2[CH2:49][CH2:50][CH:44]1[CH2:45][CH:46]([NH:29][C:28]1[C:20]([CH3:19])=[C:21]3[C:25](=[CH:26][CH:27]=1)[N:24]([CH:30]1[CH2:35][CH2:34][CH2:33][CH2:32][O:31]1)[N:23]=[CH:22]3)[CH2:47]2)[C:37]1[CH:42]=[CH:41][CH:40]=[CH:39][CH:38]=1.